From a dataset of Reaction yield outcomes from USPTO patents with 853,638 reactions. Predict the reaction yield, written as a fraction of the theoretical maximum amount of product (1.0 means a 100% yield; for example, 0.34 means a 34% yield). (1) The product is [Br:15][C:4]1[CH2:5][CH:6]2[C:11]([CH3:12])([CH3:13])[O:10][C:9](=[O:14])[NH:8][C:7]2=[C:2]([F:1])[CH:3]=1. The catalyst is C(O)(=O)C. The yield is 0.840. The reactants are [F:1][C:2]1[CH:3]=[CH:4][CH2:5][CH:6]2[C:11]([CH3:13])([CH3:12])[O:10][C:9](=[O:14])[NH:8][C:7]=12.[Br:15]Br. (2) The reactants are [CH3:1][C:2]1[CH:10]=[CH:9][CH:8]=[CH:7][C:3]=1[C:4]([OH:6])=[O:5].[Br:11]Br. The catalyst is [Fe].O. The product is [Br:11][C:8]1[CH:9]=[CH:10][C:2]([CH3:1])=[C:3]([CH:7]=1)[C:4]([OH:6])=[O:5]. The yield is 0.190.